This data is from Reaction yield outcomes from USPTO patents with 853,638 reactions. The task is: Predict the reaction yield, written as a fraction of the theoretical maximum amount of product (1.0 means a 100% yield; for example, 0.34 means a 34% yield). (1) The reactants are [OH-].[K+].[N:3]1[CH:8]=[CH:7][CH:6]=[C:5]([OH:9])[C:4]=1[OH:10].[CH2:11](Br)[C:12]1[CH:17]=[CH:16][CH:15]=[CH:14][CH:13]=1. The yield is 0.510. The catalyst is CO. The product is [CH2:11]([O:9][C:5]1[C:4]([OH:10])=[N:3][CH:8]=[CH:7][CH:6]=1)[C:12]1[CH:17]=[CH:16][CH:15]=[CH:14][CH:13]=1. (2) The reactants are C([N-]C(C)C)(C)C.[Li+].N[C:10]1[CH:15]=[CH:14][N:13]=[CH:12][C:11]=1[C:16]1[CH:30]=[CH:29][CH:28]=[CH:27][C:17]=1[C:18]([N:20](C(C)C)C(C)C)=[O:19]. The catalyst is C1COCC1. The product is [CH:12]1[N:13]=[CH:14][CH:15]=[C:10]2[C:11]=1[C:16]1[CH:30]=[CH:29][CH:28]=[CH:27][C:17]=1[C:18](=[O:19])[NH:20]2. The yield is 0.940. (3) The reactants are [OH:1][CH:2]1[CH2:6][NH:5][CH2:4][CH:3]1[NH:7][C:8]([C:10]1[C:14]([CH3:15])=[C:13](/[CH:16]=[C:17]2\[C:18](=[O:27])[NH:19][C:20]3[C:25]\2=[CH:24][C:23]([F:26])=[CH:22][CH:21]=3)[NH:12][C:11]=1[CH3:28])=[O:9].CCN(C(C)C)C(C)C.[CH3:38][C:39](Cl)=[O:40]. No catalyst specified. The product is [C:39]([N:5]1[CH2:6][CH:2]([OH:1])[CH:3]([NH:7][C:8]([C:10]2[C:14]([CH3:15])=[C:13](/[CH:16]=[C:17]3\[C:18](=[O:27])[NH:19][C:20]4[C:25]\3=[CH:24][C:23]([F:26])=[CH:22][CH:21]=4)[NH:12][C:11]=2[CH3:28])=[O:9])[CH2:4]1)(=[O:40])[CH3:38]. The yield is 0.570. (4) The reactants are C([Li])CCC.[CH2:6]1[CH2:10][O:9][CH2:8][CH2:7]1.[Cl:11][C:12]1[C:13]2[S:20]C=CC=2[N:15]=[CH:16][N:17]=1.C(OCC)=O. The catalyst is O. The product is [Cl:11][C:12]1[C:13]2[S:20][C:6]([CH:10]=[O:9])=[CH:7][C:8]=2[N:15]=[CH:16][N:17]=1. The yield is 0.370. (5) The reactants are [C:1]([NH:5][C:6]1[NH:7][C:8]2[CH:14]=[CH:13][CH:12]=[CH:11][C:9]=2[N:10]=1)([O:3][CH3:4])=[O:2].[Cl:15][S:16](O)(=[O:18])=[O:17]. No catalyst specified. The product is [Cl:15][S:16]([C:13]1[CH:12]=[CH:11][C:9]2[N:10]=[C:6]([NH:5][C:1]([O:3][CH3:4])=[O:2])[NH:7][C:8]=2[CH:14]=1)(=[O:18])=[O:17]. The yield is 0.780. (6) The reactants are [CH2:1]([O:4][C:5]1([CH3:51])[CH2:10][CH2:9][N:8]([C:11]2[N:16]3[CH:17]=[C:18]([C:20]4[CH:21]=[C:22]([C:26]5[CH:31]=[C:30]([F:32])[C:29]([CH3:33])=[CH:28][C:27]=5[O:34][C@H:35]([CH2:37][CH:38]=[CH2:39])[CH3:36])[CH:23]=[CH:24][CH:25]=4)[N:19]=[C:15]3[CH:14]=[C:13]([CH3:40])[C:12]=2[C@H:41]([O:46][C:47]([CH3:50])([CH3:49])[CH3:48])[C:42]([O:44][CH3:45])=[O:43])[CH2:7][CH2:6]1)C=C.C(O[C@@H](C1C(C)=CC2=NC3=CN2C=1N1CCC(C)(OCC=CC[C@H](C)OC2C=C(F)C=CC=2C2C=C3C=CC=2)CC1)C(OCC)=O)(C)(C)C. No catalyst specified. The product is [C:47]([O:46][C@@H:41]([C:12]1[C:13]([CH3:40])=[CH:14][C:15]2=[N:19][C:18]3=[CH:17][N:16]2[C:11]=1[N:8]1[CH2:7][CH2:6][C:5]([CH3:51])([O:4][CH2:1][CH:39]=[CH:38][CH2:37][C@H:35]([CH3:36])[O:34][C:27]2[CH:28]=[C:29]([CH3:33])[C:30]([F:32])=[CH:31][C:26]=2[C:22]2[CH:21]=[C:20]3[CH:25]=[CH:24][CH:23]=2)[CH2:10][CH2:9]1)[C:42]([O:44][CH3:45])=[O:43])([CH3:48])([CH3:49])[CH3:50]. The yield is 0.820. (7) The reactants are [N:1]([C@@H:4]1[CH2:11][N:10]2[C:12]3[CH:13]=[C:14]([C:25]([O:27][CH3:28])=[O:26])[CH:15]=[CH:16][C:17]=3[C:18]([CH:19]3[CH2:24][CH2:23][CH2:22][CH2:21][CH2:20]3)=[C:9]2[C:8]2[CH:29]=[CH:30][CH:31]=[CH:32][C:7]=2[O:6][CH2:5]1)=[N+]=[N-]. The catalyst is CO.[Pd]. The product is [NH2:1][C@@H:4]1[CH2:11][N:10]2[C:12]3[CH:13]=[C:14]([C:25]([O:27][CH3:28])=[O:26])[CH:15]=[CH:16][C:17]=3[C:18]([CH:19]3[CH2:24][CH2:23][CH2:22][CH2:21][CH2:20]3)=[C:9]2[C:8]2[CH:29]=[CH:30][CH:31]=[CH:32][C:7]=2[O:6][CH2:5]1. The yield is 0.920. (8) The reactants are Cl.[F:2][C:3]([F:35])([F:34])[C:4]1[CH:5]=[C:6]([C@@H:14]([N:16]([CH3:33])[C:17]([C@H:19]2[CH2:24][CH2:23][NH:22][CH2:21][C@@H:20]2[C:25]2[CH:30]=[CH:29][C:28]([F:31])=[CH:27][C:26]=2[CH3:32])=[O:18])[CH3:15])[CH:7]=[C:8]([C:10]([F:13])([F:12])[F:11])[CH:9]=1.[C:36](O)(=[O:40])[C:37]([NH2:39])=[O:38].CCN=C=NCCCN(C)C.Cl.C1C=CC2N(O)N=NC=2C=1. The catalyst is CC#N.O.CCN(CC)CC. The product is [NH2:39][C:37](=[O:38])[C:36]([N:22]1[CH2:23][CH2:24][C@H:19]([C:17]([N:16]([C@H:14]([C:6]2[CH:7]=[C:8]([C:10]([F:12])([F:13])[F:11])[CH:9]=[C:4]([C:3]([F:2])([F:34])[F:35])[CH:5]=2)[CH3:15])[CH3:33])=[O:18])[C@@H:20]([C:25]2[CH:30]=[CH:29][C:28]([F:31])=[CH:27][C:26]=2[CH3:32])[CH2:21]1)=[O:40]. The yield is 0.740.